The task is: Predict which catalyst facilitates the given reaction.. This data is from Catalyst prediction with 721,799 reactions and 888 catalyst types from USPTO. (1) Reactant: [OH:1][C:2]1[CH:23]=[CH:22][C:5]([CH:6]=[C:7]2[S:11][C:10](=[O:12])[N:9]([CH2:13][C:14]3([CH3:20])[CH2:19][CH2:18][CH2:17][CH2:16][CH2:15]3)[C:8]2=[O:21])=[CH:4][C:3]=1[C:24]([F:27])([F:26])[F:25]. Product: [OH:1][C:2]1[CH:23]=[CH:22][C:5]([CH2:6][CH:7]2[S:11][C:10](=[O:12])[N:9]([CH2:13][C:14]3([CH3:20])[CH2:15][CH2:16][CH2:17][CH2:18][CH2:19]3)[C:8]2=[O:21])=[CH:4][C:3]=1[C:24]([F:27])([F:26])[F:25]. The catalyst class is: 19. (2) Reactant: [S:1]1[CH:5]=[CH:4][C:3]2[C:6](=[N:10]O)[CH2:7][CH2:8][CH2:9][C:2]1=2.[H-].C([Al+]CC(C)C)C(C)C.[F-].[Na+].O. Product: [S:1]1[C:2]2[CH2:9][CH2:8][CH2:7][CH2:6][NH:10][C:3]=2[CH:4]=[CH:5]1. The catalyst class is: 4.